From a dataset of Full USPTO retrosynthesis dataset with 1.9M reactions from patents (1976-2016). Predict the reactants needed to synthesize the given product. (1) Given the product [C:19]([C:18]1[CH:17]=[CH:16][C:15]([N:14]2[C:10]([C:8]3[C:7]([CH3:23])=[C:6]([C:24]4[CH:29]=[CH:28][CH:27]=[C:26]([C:30]([F:32])([F:33])[F:31])[CH:25]=4)[C:5]4[N:4]([N:3]=[C:2]([NH:1][S:36]([CH3:35])(=[O:38])=[O:37])[N:34]=4)[CH:9]=3)=[CH:11][CH:12]=[N:13]2)=[CH:22][CH:21]=1)#[N:20], predict the reactants needed to synthesize it. The reactants are: [NH2:1][C:2]1[N:34]=[C:5]2[C:6]([C:24]3[CH:29]=[CH:28][CH:27]=[C:26]([C:30]([F:33])([F:32])[F:31])[CH:25]=3)=[C:7]([CH3:23])[C:8]([C:10]3[N:14]([C:15]4[CH:22]=[CH:21][C:18]([C:19]#[N:20])=[CH:17][CH:16]=4)[N:13]=[CH:12][CH:11]=3)=[CH:9][N:4]2[N:3]=1.[CH3:35][S:36](Cl)(=[O:38])=[O:37].O. (2) Given the product [CH:2]1([N:5]2[C:9]([C:10]([N:63]3[CH2:64][CH2:65][CH:60]([N:55]4[CH2:59][CH2:58][CH2:57][CH2:56]4)[CH2:61][CH2:62]3)=[O:12])=[C:8]([C:13]3[CH:14]=[N:15][C:16]([S:19][CH3:20])=[N:17][CH:18]=3)[N:7]=[C:6]2[C:21]2[CH:22]=[CH:23][CH:24]=[C:25]([O:45][C:46]([F:49])([F:48])[F:47])[CH:26]=2)[CH2:4][CH2:3]1, predict the reactants needed to synthesize it. The reactants are: [Na+].[CH:2]1([N:5]2[C:9]([C:10]([O-:12])=O)=[C:8]([C:13]3[CH:14]=[N:15][C:16]([S:19][CH3:20])=[N:17][CH:18]=3)[N:7]=[C:6]2[C:21]2[CH:26]=[CH:25][C:24](OC(F)(F)F)=[CH:23][CH:22]=2)[CH2:4][CH2:3]1.C(OC(=O)CN(C1CC1)C(=O)C1C=CC=C([O:45][C:46]([F:49])([F:48])[F:47])C=1)C.[N:55]1([CH:60]2[CH2:65][CH2:64][NH:63][CH2:62][CH2:61]2)[CH2:59][CH2:58][CH2:57][CH2:56]1. (3) Given the product [CH:7]([C:8]1[CH:13]=[CH:12][C:11]([CH2:14][C:15]([OH:17])=[O:16])=[CH:10][CH:9]=1)=[O:19], predict the reactants needed to synthesize it. The reactants are: C(OC(C=[CH:7][C:8]1[CH:13]=[CH:12][C:11]([CH2:14][C:15]([OH:17])=[O:16])=[CH:10][CH:9]=1)=O)C.I([O-])(=O)(=O)=[O:19].[Na+].CN1CCOCC1. (4) Given the product [Br:28][CH2:2][C:1]([CH:4]1[CH2:5][CH2:6][CH:7]([NH:10][C:11](=[O:27])[O:12][CH2:13][CH:14]2[C:26]3[CH:25]=[CH:24][CH:23]=[CH:22][C:21]=3[C:20]3[C:15]2=[CH:16][CH:17]=[CH:18][CH:19]=3)[CH2:8][CH2:9]1)=[O:3], predict the reactants needed to synthesize it. The reactants are: [C:1]([CH:4]1[CH2:9][CH2:8][CH:7]([NH:10][C:11](=[O:27])[O:12][CH2:13][CH:14]2[C:26]3[CH:25]=[CH:24][CH:23]=[CH:22][C:21]=3[C:20]3[C:15]2=[CH:16][CH:17]=[CH:18][CH:19]=3)[CH2:6][CH2:5]1)(=[O:3])[CH3:2].[Br:28]Br. (5) Given the product [Cl:42][C:29]1[CH:30]=[CH:31][C:32]2[C:37](=[CH:36][CH:35]=[CH:34][CH:33]=2)[C:28]=1[O:27][P:26](=[N:20][C@@H:21]([CH3:22])[C:23]([O:25][CH2:9][C:8]1[CH:10]=[CH:11][CH:5]=[CH:6][CH:7]=1)=[O:24])=[O:38], predict the reactants needed to synthesize it. The reactants are: S([C:5]1[CH:11]=[CH:10][C:8]([CH3:9])=[CH:7][CH:6]=1)([O-])(=O)=O.C(O[NH:20][C@H:21]([C:23]([OH:25])=[O:24])[CH3:22])C1C=CC=CC=1.[P:26](Cl)(Cl)(=[O:38])[O:27][C:28]1[C:37]2[C:32](=[CH:33][CH:34]=[CH:35][CH:36]=2)[CH:31]=[CH:30][CH:29]=1.C(Cl)[Cl:42].